This data is from Reaction yield outcomes from USPTO patents with 853,638 reactions. The task is: Predict the reaction yield, written as a fraction of the theoretical maximum amount of product (1.0 means a 100% yield; for example, 0.34 means a 34% yield). (1) The reactants are [NH:1]1[C:5]2=[CH:6][N:7]=[CH:8][CH:9]=[C:4]2[CH:3]=[N:2]1.[Br:10]Br.O.[OH-].[Na+]. The catalyst is C(O)(=O)C. The product is [Br:10][C:3]1[C:4]2[C:5](=[CH:6][N:7]=[CH:8][CH:9]=2)[NH:1][N:2]=1. The yield is 0.670. (2) The reactants are [H-].[Na+].[CH3:3][C:4]1[CH:8]=[C:7]([CH3:9])[NH:6][C:5]=1[CH:10]=[C:11]1[C:19]2[C:14](=[CH:15][CH:16]=[CH:17][CH:18]=2)[NH:13][C:12]1=[O:20].I[CH3:22].O. The catalyst is CN(C=O)C. The product is [CH3:3][C:4]1[CH:8]=[C:7]([CH3:9])[NH:6][C:5]=1[CH:10]=[C:11]1[C:19]2[C:14](=[CH:15][CH:16]=[CH:17][CH:18]=2)[N:13]([CH3:22])[C:12]1=[O:20]. The yield is 0.630. (3) The reactants are [CH3:1][O:2][C:3](=[O:33])[CH2:4][C@H:5]1[C:9]2[CH:10]=[CH:11][C:12]([O:14][C@H:15]3[C:23]4[C:18](=[C:19](B5OC(C)(C)C(C)(C)O5)[CH:20]=[CH:21][CH:22]=4)[CH2:17][CH2:16]3)=[CH:13][C:8]=2[O:7][CH2:6]1.Br[C:35]1[C:48]([CH3:49])=[CH:47][C:38]([O:39][Si:40]([C:43]([CH3:46])([CH3:45])[CH3:44])([CH3:42])[CH3:41])=[CH:37][C:36]=1[CH3:50]. The catalyst is [Br-].C([N+](CCCC)(CCCC)CCCC)CCC. The product is [CH3:1][O:2][C:3](=[O:33])[CH2:4][C@H:5]1[C:9]2[CH:10]=[CH:11][C:12]([O:14][C@H:15]3[C:23]4[C:18](=[C:19]([C:35]5[C:48]([CH3:49])=[CH:47][C:38]([O:39][Si:40]([C:43]([CH3:45])([CH3:44])[CH3:46])([CH3:42])[CH3:41])=[CH:37][C:36]=5[CH3:50])[CH:20]=[CH:21][CH:22]=4)[CH2:17][CH2:16]3)=[CH:13][C:8]=2[O:7][CH2:6]1. The yield is 0.690. (4) The reactants are [C:1]([O:5][C:6](=[O:28])[NH:7][C:8]1([C:12]2[CH:17]=[CH:16][C:15]([C:18](=O)[CH:19](Br)[C:20]3[CH:25]=[CH:24][CH:23]=[CH:22][CH:21]=3)=[CH:14][CH:13]=2)[CH2:11][CH2:10][CH2:9]1)([CH3:4])([CH3:3])[CH3:2].[NH2:29][C:30]1[C:35]([CH3:36])=[CH:34][C:33]([Br:37])=[CH:32][N:31]=1.C(N(CC)C(C)C)(C)C. The catalyst is CC(O)C. The product is [C:1]([O:5][C:6](=[O:28])[NH:7][C:8]1([C:12]2[CH:13]=[CH:14][C:15]([C:18]3[N:29]=[C:30]4[C:35]([CH3:36])=[CH:34][C:33]([Br:37])=[CH:32][N:31]4[C:19]=3[C:20]3[CH:25]=[CH:24][CH:23]=[CH:22][CH:21]=3)=[CH:16][CH:17]=2)[CH2:9][CH2:10][CH2:11]1)([CH3:4])([CH3:2])[CH3:3]. The yield is 0.171. (5) The reactants are [C:1]([C:3]1[CH:4]=[C:5]([C:9]2[CH:10]=[CH:11][C:12]3[O:16][C:15]([C:17]4[CH:22]=[CH:21][C:20]([F:23])=[CH:19][CH:18]=4)=[C:14]([C:24]([NH:26][CH3:27])=[O:25])[C:13]=3[CH:28]=2)[CH:6]=[CH:7][CH:8]=1)#[N:2].N[C@H:30]([C:33]1[CH:38]=[CH:37][CH:36]=[CH:35][CH:34]=1)[CH2:31][OH:32]. The catalyst is C1(Cl)C=CC=CC=1.[Cl-].[Zn+2].[Cl-]. The product is [F:23][C:20]1[CH:21]=[CH:22][C:17]([C:15]2[O:16][C:12]3[CH:11]=[CH:10][C:9]([C:5]4[CH:6]=[CH:7][CH:8]=[C:3]([C:1]5[O:32][CH2:31][C@@H:30]([C:33]6[CH:38]=[CH:37][CH:36]=[CH:35][CH:34]=6)[N:2]=5)[CH:4]=4)=[CH:28][C:13]=3[C:14]=2[C:24]([NH:26][CH3:27])=[O:25])=[CH:18][CH:19]=1. The yield is 0.130. (6) The reactants are [N+:1]([C:4]1[CH:13]=[C:12]2[C:7]([CH2:8][CH2:9][CH2:10][C:11]2=[N:14]O)=[CH:6][CH:5]=1)([O-])=O. The catalyst is CO. The product is [CH:11]1([NH2:14])[C:12]2[C:7](=[CH:6][CH:5]=[C:4]([NH2:1])[CH:13]=2)[CH2:8][CH2:9][CH2:10]1. The yield is 0.960. (7) The reactants are [CH3:1][O:2][CH2:3][CH2:4][CH2:5][NH:6][C:7]([C:9]1[CH:10]=[C:11]([C:31]2[CH:36]=[C:35]([CH:37]([CH3:39])[CH3:38])[CH:34]=[CH:33][C:32]=2[O:40][CH3:41])[C:12]([O:23][CH2:24][C:25]2[CH:30]=[CH:29][CH:28]=[CH:27][CH:26]=2)=[CH:13][C:14]=1[O:15][CH2:16][C:17]1[CH:22]=[CH:21][CH:20]=[CH:19][CH:18]=1)=O.P(Cl)(Cl)(Cl)(Cl)Cl.[Si]([N:52]=[N+:53]=[N-:54])(C)(C)C. The catalyst is ClCCl. The product is [CH2:16]([O:15][C:14]1[CH:13]=[C:12]([O:23][CH2:24][C:25]2[CH:30]=[CH:29][CH:28]=[CH:27][CH:26]=2)[C:11]([C:31]2[CH:36]=[C:35]([CH:37]([CH3:39])[CH3:38])[CH:34]=[CH:33][C:32]=2[O:40][CH3:41])=[CH:10][C:9]=1[C:7]1[N:6]([CH2:5][CH2:4][CH2:3][O:2][CH3:1])[N:54]=[N:53][N:52]=1)[C:17]1[CH:18]=[CH:19][CH:20]=[CH:21][CH:22]=1. The yield is 0.870. (8) The reactants are [CH3:1][C:2]1[N:3]=[C:4]([C:12]2[CH:17]=[CH:16][CH:15]=[C:14]([C:18]([F:21])([F:20])[F:19])[CH:13]=2)[S:5][C:6]=1[C:7](OCC)=[O:8].[Cl-].[Ca+2].[Cl-].[BH4-].[Na+].Cl. The catalyst is C(O)C.O1CCCC1. The product is [CH3:1][C:2]1[N:3]=[C:4]([C:12]2[CH:17]=[CH:16][CH:15]=[C:14]([C:18]([F:21])([F:19])[F:20])[CH:13]=2)[S:5][C:6]=1[CH2:7][OH:8]. The yield is 0.500.